This data is from Catalyst prediction with 721,799 reactions and 888 catalyst types from USPTO. The task is: Predict which catalyst facilitates the given reaction. (1) Reactant: [Cl-].[Cl-].[Cl-].[Al+3].[Cl:5][C:6]1[CH:14]=[CH:13][C:9]([C:10](Cl)=[O:11])=[CH:8][CH:7]=1.[CH3:15][O:16][C:17](=[O:30])[C:18]1[C:23]([OH:24])=[CH:22][CH:21]=[C:20]([C:25]([CH3:28])([CH3:27])[CH3:26])[C:19]=1[OH:29]. Product: [CH3:15][O:16][C:17](=[O:30])[C:18]1[C:23]([OH:24])=[C:22]([C:10](=[O:11])[C:9]2[CH:13]=[CH:14][C:6]([Cl:5])=[CH:7][CH:8]=2)[CH:21]=[C:20]([C:25]([CH3:26])([CH3:27])[CH3:28])[C:19]=1[OH:29]. The catalyst class is: 68. (2) Reactant: P(Cl)(Cl)([Cl:3])=O.C1(C)C=CC=CC=1.[CH3:13][O:14][C:15]1[C:35]([O:36][CH3:37])=[C:34]([O:38][CH3:39])[CH:33]=[C:32]([CH3:40])[C:16]=1[C:17]([C:19]1[C:24]([C:25]([F:28])([F:27])[F:26])=[CH:23][N+:22]([O-])=[CH:21][C:20]=1[O:30][CH3:31])=[O:18]. Product: [CH3:13][O:14][C:15]1[C:35]([O:36][CH3:37])=[C:34]([O:38][CH3:39])[CH:33]=[C:32]([CH3:40])[C:16]=1[C:17]([C:19]1[C:20]([O:30][CH3:31])=[CH:21][N:22]=[C:23]([Cl:3])[C:24]=1[C:25]([F:28])([F:27])[F:26])=[O:18]. The catalyst class is: 9. (3) Reactant: [CH:1]([O:4][C:5]1[CH:10]=[CH:9][C:8]([NH:11][C:12]([N:14]2[CH2:19][CH2:18][N:17]([C:20]3[C:25]([CH:26]=O)=[C:24]([NH2:28])[N:23]=[CH:22][N:21]=3)[CH2:16][CH2:15]2)=[O:13])=[CH:7][CH:6]=1)([CH3:3])[CH3:2].Cl.Cl.[N:31]1([CH2:37][CH2:38][O:39][NH2:40])[CH2:36][CH2:35][O:34][CH2:33][CH2:32]1. Product: [CH:1]([O:4][C:5]1[CH:10]=[CH:9][C:8]([NH:11][C:12]([N:14]2[CH2:19][CH2:18][N:17]([C:20]3[C:25]([CH:26]=[N:40][O:39][CH2:38][CH2:37][N:31]4[CH2:36][CH2:35][O:34][CH2:33][CH2:32]4)=[C:24]([NH2:28])[N:23]=[CH:22][N:21]=3)[CH2:16][CH2:15]2)=[O:13])=[CH:7][CH:6]=1)([CH3:2])[CH3:3]. The catalyst class is: 5. (4) Reactant: [Cl:1][C:2]1[CH:24]=[CH:23][C:5]2[N:6]=[C:7]([NH:9][C:10]3[N:14]([CH3:15])[C:13]4[CH:16]=[CH:17][C:18]([C:20]([OH:22])=O)=[CH:19][C:12]=4[N:11]=3)[S:8][C:4]=2[CH:3]=1.[NH2:25][CH2:26][CH2:27][CH2:28][CH2:29][OH:30].CN(C(ON1N=NC2C=CC=CC1=2)=[N+](C)C)C.F[P-](F)(F)(F)(F)F.CCN(C(C)C)C(C)C. Product: [OH:30][CH2:29][CH2:28][CH2:27][CH2:26][NH:25][C:20]([C:18]1[CH:17]=[CH:16][C:13]2[N:14]([CH3:15])[C:10]([NH:9][C:7]3[S:8][C:4]4[CH:3]=[C:2]([Cl:1])[CH:24]=[CH:23][C:5]=4[N:6]=3)=[N:11][C:12]=2[CH:19]=1)=[O:22]. The catalyst class is: 3.